Dataset: Forward reaction prediction with 1.9M reactions from USPTO patents (1976-2016). Task: Predict the product of the given reaction. The product is: [Cl:1][C:2]1[CH:3]=[C:4]([F:37])[C:5]2[N:11]3[CH:12]=[CH:13][CH:14]=[C:10]3[C@@H:9]([CH2:15][C:16]([N:18]3[CH2:19][CH:20]([C:22]([OH:24])=[O:23])[CH2:21]3)=[O:17])[O:8][C@H:7]([C:26]3[CH:31]=[CH:30][CH:29]=[C:28]([O:32][CH3:33])[C:27]=3[O:34][CH3:35])[C:6]=2[CH:36]=1. Given the reactants [Cl:1][C:2]1[CH:3]=[C:4]([F:37])[C:5]2[N:11]3[CH:12]=[CH:13][CH:14]=[C:10]3[C@@H:9]([CH2:15][C:16]([N:18]3[CH2:21][CH:20]([C:22]([O:24]C)=[O:23])[CH2:19]3)=[O:17])[O:8][C@H:7]([C:26]3[CH:31]=[CH:30][CH:29]=[C:28]([O:32][CH3:33])[C:27]=3[O:34][CH3:35])[C:6]=2[CH:36]=1.C(=O)([O-])[O-].[K+].[K+].Cl.C(OCC)(=O)C, predict the reaction product.